Dataset: Peptide-MHC class I binding affinity with 185,985 pairs from IEDB/IMGT. Task: Regression. Given a peptide amino acid sequence and an MHC pseudo amino acid sequence, predict their binding affinity value. This is MHC class I binding data. (1) The MHC is HLA-B08:01 with pseudo-sequence HLA-B08:01. The peptide sequence is MLNPFIYSL. The binding affinity (normalized) is 0.775. (2) The peptide sequence is SIVAYTMSL. The MHC is HLA-A02:03 with pseudo-sequence HLA-A02:03. The binding affinity (normalized) is 0.808. (3) The MHC is HLA-A01:01 with pseudo-sequence HLA-A01:01. The binding affinity (normalized) is 0.0847. The peptide sequence is VVPLYDTPL. (4) The peptide sequence is GVFPVSIPI. The MHC is HLA-A32:01 with pseudo-sequence HLA-A32:01. The binding affinity (normalized) is 0.649. (5) The peptide sequence is TLNHVLALK. The MHC is HLA-A33:01 with pseudo-sequence HLA-A33:01. The binding affinity (normalized) is 0.401. (6) The peptide sequence is DPKVYPIIL. The MHC is HLA-B54:01 with pseudo-sequence HLA-B54:01. The binding affinity (normalized) is 0.